From a dataset of Full USPTO retrosynthesis dataset with 1.9M reactions from patents (1976-2016). Predict the reactants needed to synthesize the given product. (1) The reactants are: [C:1]([O:5][C:6]([CH:8]([NH2:35])[C:9]1[CH:34]=[CH:33][C:12]([CH2:13][O:14][C:15]2[CH:16]=[C:17]([CH:21]=[C:22]([O:24][C:25]3[CH:30]=[CH:29][C:28]([C:31]#[N:32])=[CH:27][CH:26]=3)[CH:23]=2)[C:18](O)=[O:19])=[CH:11][CH:10]=1)=[O:7])([CH3:4])([CH3:3])[CH3:2].[C:36]([O:40][C:41](=[O:50])[NH:42][CH:43]1[CH2:48][CH2:47][CH:46]([NH2:49])[CH2:45][CH2:44]1)([CH3:39])([CH3:38])[CH3:37]. Given the product [C:36]([O:40][C:41](=[O:50])[NH:42][CH:43]1[CH2:44][CH2:45][CH:46]([NH:49][C:18](=[O:19])[C:17]2[CH:21]=[C:22]([O:24][C:25]3[CH:26]=[CH:27][C:28]([C:31]#[N:32])=[CH:29][CH:30]=3)[CH:23]=[C:15]([O:14][CH2:13][C:12]3[CH:11]=[CH:10][C:9]([CH:8]([C:6]([O:5][C:1]([CH3:3])([CH3:2])[CH3:4])=[O:7])[NH2:35])=[CH:34][CH:33]=3)[CH:16]=2)[CH2:47][CH2:48]1)([CH3:39])([CH3:37])[CH3:38], predict the reactants needed to synthesize it. (2) Given the product [F:1][C:2]1[CH:7]=[CH:6][C:5]([C:8]2[CH:17]=[CH:16][C:15]3[C:10](=[CH:11][CH:12]=[C:13]([S:18]([C:24]4[CH:25]=[CH:26][CH:27]=[CH:28][C:23]=4[F:22])(=[O:20])=[O:19])[CH:14]=3)[CH:9]=2)=[CH:4][CH:3]=1, predict the reactants needed to synthesize it. The reactants are: [F:1][C:2]1[CH:7]=[CH:6][C:5]([C:8]2[CH:9]=[C:10]3[C:15](=[CH:16][CH:17]=2)[CH:14]=[C:13]([S:18]([O-:20])=[O:19])[CH:12]=[CH:11]3)=[CH:4][CH:3]=1.[Na+].[F:22][C:23]1[CH:28]=[CH:27][CH:26]=[CH:25][C:24]=1I. (3) Given the product [CH:1]([C:4]1[CH:9]=[CH:8][CH:7]=[CH:6][C:5]=1[N:10]1[C:51]([CH3:52])=[CH:50][S:12]/[C:11]/1=[N:13]\[C:14]([NH:16][CH:17]1[CH2:25][C:24]2[C:19](=[CH:20][CH:21]=[C:22]([C:26]3[N:30]=[CH:29][N:28]([C:31]4[CH:32]=[CH:33][C:34]([O:37][C:38]([F:41])([F:40])[F:39])=[CH:35][CH:36]=4)[N:27]=3)[CH:23]=2)[CH2:18]1)=[O:15])([CH3:3])[CH3:2], predict the reactants needed to synthesize it. The reactants are: [CH:1]([C:4]1[CH:9]=[CH:8][CH:7]=[CH:6][C:5]=1[NH:10][C:11]([NH:13][C:14]([NH:16][CH:17]1[CH2:25][C:24]2[C:19](=[CH:20][CH:21]=[C:22]([C:26]3[N:30]=[CH:29][N:28]([C:31]4[CH:36]=[CH:35][C:34]([O:37][C:38]([F:41])([F:40])[F:39])=[CH:33][CH:32]=4)[N:27]=3)[CH:23]=2)[CH2:18]1)=[O:15])=[S:12])([CH3:3])[CH3:2].C(N(CC)CC)C.Cl[CH2:50][C:51](=O)[CH3:52]. (4) Given the product [N:17]1([CH2:6][C:7]2[CH:16]=[CH:15][C:10]3[N:11]=[C:12]([NH:11][C@@H:10]4[CH2:9][CH2:8][CH2:7][CH2:6][C@H:26]4[OH:29])[S:13][C:9]=3[CH:8]=2)[C:25]2[C:20](=[N:21][CH:22]=[CH:23][CH:24]=2)[N:19]=[CH:18]1, predict the reactants needed to synthesize it. The reactants are: CS(O[CH2:6][C:7]1[CH:16]=[CH:15][C:10]2[N:11]=[C:12](Br)[S:13][C:9]=2[CH:8]=1)(=O)=O.[NH:17]1[C:25]2[C:20](=[N:21][CH:22]=[CH:23][CH:24]=2)[N:19]=[CH:18]1.[C:26](=[O:29])([O-])[O-].[K+].[K+]. (5) Given the product [N+:1]([C:4]1[CH:5]=[CH:6][C:7]([CH:10]([CH2:19][CH2:20][CH3:21])[C:11]([O:13][CH2:14][CH3:15])=[O:12])=[CH:8][CH:9]=1)([O-:3])=[O:2], predict the reactants needed to synthesize it. The reactants are: [N+:1]([C:4]1[CH:9]=[CH:8][C:7]([CH2:10][C:11]([O:13][CH2:14][CH3:15])=[O:12])=[CH:6][CH:5]=1)([O-:3])=[O:2].[H-].[Na+].Br[CH2:19][CH2:20][CH3:21].[Cl-].[NH4+].